From a dataset of Full USPTO retrosynthesis dataset with 1.9M reactions from patents (1976-2016). Predict the reactants needed to synthesize the given product. The reactants are: Cl[C:2]1[C:7]([C:8]([F:11])([F:10])[F:9])=[CH:6][N:5]=[C:4]([NH:12][C:13]2[CH:27]=[CH:26][C:16]([CH2:17][P:18](=[O:25])([O:22][CH2:23][CH3:24])[O:19][CH2:20][CH3:21])=[CH:15][C:14]=2[O:28][CH3:29])[N:3]=1.[NH2:30][C:31]1[CH:39]=[CH:38][CH:37]=[CH:36][C:32]=1[C:33]([NH2:35])=[O:34]. Given the product [CH2:20]([O:19][P:18]([CH2:17][C:16]1[CH:26]=[CH:27][C:13]([NH:12][C:4]2[N:3]=[C:2]([NH:30][C:31]3[CH:39]=[CH:38][CH:37]=[CH:36][C:32]=3[C:33](=[O:34])[NH2:35])[C:7]([C:8]([F:11])([F:10])[F:9])=[CH:6][N:5]=2)=[C:14]([O:28][CH3:29])[CH:15]=1)(=[O:25])[O:22][CH2:23][CH3:24])[CH3:21], predict the reactants needed to synthesize it.